This data is from Forward reaction prediction with 1.9M reactions from USPTO patents (1976-2016). The task is: Predict the product of the given reaction. Given the reactants [CH3:1][C:2]1[CH:7]=[C:6]([CH3:8])[NH:5][C:4](=[O:9])[C:3]=1[CH2:10][NH:11][CH2:12][CH2:13][O:14][C:15]1[C:24]([O:25][CH:26]([CH3:28])[CH3:27])=[CH:23][CH:22]=[CH:21][C:16]=1[C:17](OC)=[O:18].[OH-].[Na+].C(N(CC)CC)C.CN(C(ON1N=NC2C=CC=NC1=2)=[N+](C)C)C.F[P-](F)(F)(F)(F)F, predict the reaction product. The product is: [CH3:1][C:2]1[CH:7]=[C:6]([CH3:8])[NH:5][C:4](=[O:9])[C:3]=1[CH2:10][N:11]1[C:17](=[O:18])[C:16]2[CH:21]=[CH:22][CH:23]=[C:24]([O:25][CH:26]([CH3:28])[CH3:27])[C:15]=2[O:14][CH2:13][CH2:12]1.